From a dataset of Forward reaction prediction with 1.9M reactions from USPTO patents (1976-2016). Predict the product of the given reaction. (1) Given the reactants F[C:2]1[N:7]=[CH:6][C:5]([C:8]2[C:17]3[C:12](=[CH:13][C:14]([O:20][CH3:21])=[C:15]([O:18][CH3:19])[CH:16]=3)[CH:11]=[CH:10][N:9]=2)=[CH:4][CH:3]=1.[CH2:22]([NH:24][CH2:25][CH2:26][CH3:27])[CH3:23].O.CCOC(C)=O, predict the reaction product. The product is: [CH3:21][O:20][C:14]1[CH:13]=[C:12]2[C:17](=[CH:16][C:15]=1[O:18][CH3:19])[C:8]([C:5]1[CH:4]=[CH:3][C:2]([N:24]([CH2:22][CH3:23])[CH2:25][CH2:26][CH3:27])=[N:7][CH:6]=1)=[N:9][CH:10]=[CH:11]2. (2) Given the reactants [Cl:1][C:2]1[CH:11]=[C:10]2[C:5]([NH:6][C:7](=O)[CH:8]3[CH2:15][N:14]([C:16]([O:18][CH2:19][C:20]4[CH:25]=[CH:24][CH:23]=[CH:22][CH:21]=4)=[O:17])[CH2:13][CH2:12][N:9]32)=[CH:4][CH:3]=1.B.C1COCC1.CO, predict the reaction product. The product is: [Cl:1][C:2]1[CH:11]=[C:10]2[C:5]([NH:6][CH2:7][CH:8]3[CH2:15][N:14]([C:16]([O:18][CH2:19][C:20]4[CH:21]=[CH:22][CH:23]=[CH:24][CH:25]=4)=[O:17])[CH2:13][CH2:12][N:9]32)=[CH:4][CH:3]=1. (3) Given the reactants O=[C:2]1[C:10]2([C:14]3=[CH:15][C:16]4[O:20][CH2:19][O:18][C:17]=4[CH:21]=[C:13]3[O:12][CH2:11]2)[C:9]2[C:4](=[CH:5][CH:6]=[CH:7][CH:8]=2)[N:3]1[CH2:22][CH2:23][N:24]1C(=O)C2C(=CC=CC=2)C1=O.NN, predict the reaction product. The product is: [NH2:24][CH2:23][CH2:22][N:3]1[C:4]2[C:9](=[CH:8][CH:7]=[CH:6][CH:5]=2)[C:10]2([C:14]3=[CH:15][C:16]4[O:20][CH2:19][O:18][C:17]=4[CH:21]=[C:13]3[O:12][CH2:11]2)[CH2:2]1.